Dataset: CYP2C9 inhibition data for predicting drug metabolism from PubChem BioAssay. Task: Regression/Classification. Given a drug SMILES string, predict its absorption, distribution, metabolism, or excretion properties. Task type varies by dataset: regression for continuous measurements (e.g., permeability, clearance, half-life) or binary classification for categorical outcomes (e.g., BBB penetration, CYP inhibition). Dataset: cyp2c9_veith. The compound is CC(=O)O[C@]1(C)N=NC2(CCCCC2)O1. The result is 0 (non-inhibitor).